From a dataset of Full USPTO retrosynthesis dataset with 1.9M reactions from patents (1976-2016). Predict the reactants needed to synthesize the given product. (1) Given the product [C:10]1([C@@H:16]2[N:20]3[C:21](=[O:24])[CH2:22][C@H:23]([CH:1]=[CH2:2])[C@H:19]3[CH2:18][O:17]2)[CH:11]=[CH:12][CH:13]=[CH:14][CH:15]=1, predict the reactants needed to synthesize it. The reactants are: [CH:1]([Mg]Br)=[CH2:2].C[Si](Cl)(C)C.[C:10]1([C@@H:16]2[N:20]3[C:21](=[O:24])[CH:22]=[CH:23][C@H:19]3[CH2:18][O:17]2)[CH:15]=[CH:14][CH:13]=[CH:12][CH:11]=1.[NH4+].[Cl-].[OH-].[NH4+]. (2) Given the product [Cl:1][C:2]1[CH:7]=[C:6]([Cl:8])[CH:5]=[CH:4][C:3]=1[CH:9]([O:15][CH3:16])[CH:10]([NH2:12])[CH3:11], predict the reactants needed to synthesize it. The reactants are: [Cl:1][C:2]1[CH:7]=[C:6]([Cl:8])[CH:5]=[CH:4][C:3]=1[CH:9]([O:15][CH3:16])[CH:10]([N+:12]([O-])=O)[CH3:11].Cl. (3) Given the product [I:29][C:26]1[O:25][C:24]([CH:9]([OH:8])[CH2:10][CH2:11][CH2:12][CH2:13][CH2:14][CH2:15][C:16]2[CH:21]=[CH:20][CH:19]=[C:18]([O:22][CH3:23])[CH:17]=2)=[N:28][CH:27]=1, predict the reactants needed to synthesize it. The reactants are: [Si]([O:8][CH:9]([C:24]1[O:25][C:26]([I:29])=[CH:27][N:28]=1)[CH2:10][CH2:11][CH2:12][CH2:13][CH2:14][CH2:15][C:16]1[CH:21]=[CH:20][CH:19]=[C:18]([O:22][CH3:23])[CH:17]=1)(C(C)(C)C)(C)C.[F-].C([N+](CCCC)(CCCC)CCCC)CCC.C(OCC)(=O)C. (4) Given the product [Br:9][C:10]1[CH:11]=[C:12]([CH:15]=[CH:16][CH:17]=1)[CH2:13][N:1]1[CH2:6][CH2:5][O:4][CH2:3][CH2:2]1, predict the reactants needed to synthesize it. The reactants are: [NH:1]1[CH2:6][CH2:5][O:4][CH2:3][CH2:2]1.[H-].[Na+].[Br:9][C:10]1[CH:11]=[C:12]([CH:15]=[CH:16][CH:17]=1)[CH2:13]Br.